From a dataset of Forward reaction prediction with 1.9M reactions from USPTO patents (1976-2016). Predict the product of the given reaction. (1) Given the reactants [C:1]([C:4]1[C:5]([NH:24][C:25]2[CH:30]=[CH:29][C:28]([C:31]([N:33]3[CH2:38][CH2:37][O:36][CH2:35][CH2:34]3)=[O:32])=[CH:27][CH:26]=2)=[CH:6][C:7]([N:10]2[CH2:15][CH2:14][CH2:13][C@@H:12]([NH:16]C(=O)OC(C)(C)C)[CH2:11]2)=[N:8][CH:9]=1)(=[O:3])[NH2:2].C(O)(C(F)(F)F)=O, predict the reaction product. The product is: [NH2:16][C@@H:12]1[CH2:13][CH2:14][CH2:15][N:10]([C:7]2[CH:6]=[C:5]([NH:24][C:25]3[CH:30]=[CH:29][C:28]([C:31]([N:33]4[CH2:38][CH2:37][O:36][CH2:35][CH2:34]4)=[O:32])=[CH:27][CH:26]=3)[C:4]([C:1]([NH2:2])=[O:3])=[CH:9][N:8]=2)[CH2:11]1. (2) Given the reactants [C:1]12([CH2:11][C:12](O)=[O:13])[CH2:10][CH:5]3[CH2:6][CH:7]([CH2:9][CH:3]([CH2:4]3)[CH2:2]1)[CH2:8]2.[NH2:15][C:16]1[CH:17]=[C:18]([CH:37]=[CH:38][C:39]=1[CH3:40])[C:19]([N:21]1[CH2:28][CH:27]2[O:29][CH:23]([CH2:24][N:25]([CH2:30][C:31]3[CH:36]=[CH:35][CH:34]=[CH:33][CH:32]=3)[CH2:26]2)[CH2:22]1)=[O:20], predict the reaction product. The product is: [CH3:40][C:39]1[CH:38]=[CH:37][C:18]([C:19]([N:21]2[CH2:28][CH:27]3[O:29][CH:23]([CH2:24][N:25]([CH2:30][C:31]4[CH:36]=[CH:35][CH:34]=[CH:33][CH:32]=4)[CH2:26]3)[CH2:22]2)=[O:20])=[CH:17][C:16]=1[NH:15][C:12](=[O:13])[CH2:11][C:1]12[CH2:10][CH:5]3[CH2:4][CH:3]([CH2:9][CH:7]([CH2:6]3)[CH2:8]1)[CH2:2]2. (3) Given the reactants Cl.[NH2:2][CH:3]([C:6]1[CH:11]=[CH:10][C:9]([S:12][CH3:13])=[CH:8][CH:7]=1)[C:4]#[N:5].[CH3:14][O:15][C:16]1[C:34]([O:35][CH3:36])=[C:33]([O:37][CH3:38])[CH:32]=[CH:31][C:17]=1[C:18]([NH:20][CH2:21][CH2:22][N:23]1[CH:27]=[C:26]([C:28](O)=[O:29])[N:25]=[N:24]1)=[O:19], predict the reaction product. The product is: [C:4]([CH:3]([NH:2][C:28]([C:26]1[N:25]=[N:24][N:23]([CH2:22][CH2:21][NH:20][C:18](=[O:19])[C:17]2[CH:31]=[CH:32][C:33]([O:37][CH3:38])=[C:34]([O:35][CH3:36])[C:16]=2[O:15][CH3:14])[CH:27]=1)=[O:29])[C:6]1[CH:11]=[CH:10][C:9]([S:12][CH3:13])=[CH:8][CH:7]=1)#[N:5]. (4) Given the reactants [N:1]1[CH:6]=[CH:5][CH:4]=[C:3]([CH2:7][NH2:8])[CH:2]=1.[O:9](C(OC(C)(C)C)=O)[C:10]([O:12][C:13]([CH3:16])([CH3:15])[CH3:14])=O.C(N(CC)CC)C, predict the reaction product. The product is: [C:13]([O:12][C:10](=[O:9])[NH:8][CH2:7][C:3]1[CH:2]=[N:1][CH:6]=[CH:5][CH:4]=1)([CH3:16])([CH3:15])[CH3:14]. (5) The product is: [CH3:1][C:2]1[N:3]=[C:4]2[C:9]([NH:10][CH2:11][C:12]3[C:17]([CH3:18])=[CH:16][CH:15]=[CH:14][C:13]=3[CH2:19][CH3:20])=[CH:8][C:7]([C:21]([NH:31][CH2:28][CH2:29][CH3:30])=[O:22])=[CH:6][N:5]2[C:26]=1[CH3:27]. Given the reactants [CH3:1][C:2]1[N:3]=[C:4]2[C:9]([NH:10][CH2:11][C:12]3[C:17]([CH3:18])=[CH:16][CH:15]=[CH:14][C:13]=3[CH2:19][CH3:20])=[CH:8][C:7]([C:21](OCC)=[O:22])=[CH:6][N:5]2[C:26]=1[CH3:27].[CH2:28]([NH2:31])[CH2:29][CH3:30].[C-]#N.[Na+], predict the reaction product. (6) The product is: [Cl:1][C:2]1[CH:7]=[C:6]([N+:8]([O-:10])=[O:9])[CH:5]=[CH:4][C:3]=1[O:22][C:19]1[CH:20]=[C:21]2[C:16]([CH:15]=[N:14][C:13]2([CH3:23])[CH3:12])=[CH:17][CH:18]=1. Given the reactants [Cl:1][C:2]1[CH:7]=[C:6]([N+:8]([O-:10])=[O:9])[CH:5]=[CH:4][C:3]=1F.[CH3:12][C:13]1([CH3:23])[C:21]2[C:16](=[CH:17][CH:18]=[C:19]([OH:22])[CH:20]=2)[CH:15]=[N:14]1.C(=O)([O-])[O-].[K+].[K+], predict the reaction product. (7) Given the reactants [F:1][C:2]([F:18])([F:17])[C:3]([N:5]1[C:13]2[C:8](=[CH:9][C:10]([N+:14]([O-])=O)=[CH:11][CH:12]=2)[CH2:7][CH2:6]1)=[O:4], predict the reaction product. The product is: [NH2:14][C:10]1[CH:9]=[C:8]2[C:13](=[CH:12][CH:11]=1)[N:5]([C:3](=[O:4])[C:2]([F:18])([F:1])[F:17])[CH2:6][CH2:7]2. (8) Given the reactants [CH3:1][C:2]1([CH3:13])[O:8][C@@H:6]([OH:7])[C@H:5]([OH:9])[C@H:4]([OH:10])[C@H:3]1[O:11][CH3:12].[CH3:14][CH:15]([CH3:41])[CH2:16][O:17][C:18]([C:20]1[C:21](=[O:40])[O:22][C:23]2[C:37]([CH3:38])=[C:36](O)[CH:35]=[CH:34][C:24]=2[C:25]=1[O:26][CH2:27][C:28]1[CH:33]=[CH:32][CH:31]=[CH:30][CH:29]=1)=[O:19], predict the reaction product. The product is: [CH3:14][CH:15]([CH3:41])[CH2:16][O:17][C:18]([C:20]1[C:21](=[O:40])[O:22][C:23]2[C:37]([CH3:38])=[C:36]([O:7][C@@H:6]3[O:8][C:2]([CH3:13])([CH3:1])[C@H:3]([O:11][CH3:12])[C@@H:4]([OH:10])[C@H:5]3[OH:9])[CH:35]=[CH:34][C:24]=2[C:25]=1[O:26][CH2:27][C:28]1[CH:29]=[CH:30][CH:31]=[CH:32][CH:33]=1)=[O:19].